Task: Predict the reactants needed to synthesize the given product.. Dataset: Full USPTO retrosynthesis dataset with 1.9M reactions from patents (1976-2016) Given the product [NH:10]1[CH:14]=[C:13]([C:15]2[N:16]=[CH:17][N:18]([C:20]3[CH:25]=[CH:24][N:23]=[C:22]4[N:26]([C:32]5[CH:39]=[CH:38][C:35]([C:36]#[N:37])=[C:34]([NH:40][CH:41]([CH3:43])[CH3:42])[CH:33]=5)[N:27]=[C:28]([CH:29]([CH3:31])[CH3:30])[C:21]=34)[CH:19]=2)[CH:12]=[N:11]1, predict the reactants needed to synthesize it. The reactants are: C(OC[N:10]1[CH:14]=[C:13]([C:15]2[N:16]=[CH:17][N:18]([C:20]3[CH:25]=[CH:24][N:23]=[C:22]4[N:26]([C:32]5[CH:39]=[CH:38][C:35]([C:36]#[N:37])=[C:34]([NH:40][CH:41]([CH3:43])[CH3:42])[CH:33]=5)[N:27]=[C:28]([CH:29]([CH3:31])[CH3:30])[C:21]=34)[CH:19]=2)[CH:12]=[N:11]1)C1C=CC=CC=1.C(OCN1C=C(C2N=CN(C3C=CN=C4N(C5C(Br)=C(C=CC=5)C#N)N=C(C(C)C)C=34)C=2)C=N1)C1C=CC=CC=1.C(N)(C)C.O[C@H]1CC[C@H](N)CC1.[OH-].[Na+].